This data is from Catalyst prediction with 721,799 reactions and 888 catalyst types from USPTO. The task is: Predict which catalyst facilitates the given reaction. (1) Reactant: [F:1][C:2]1[C:3]([C:18]2[N:22]([CH:23]([CH3:25])[CH3:24])[C:21]([CH3:26])=[N:20][CH:19]=2)=[N:4][C:5]([NH:8][C:9]2[CH:17]=[CH:16][C:12]([C:13]([OH:15])=O)=[CH:11][N:10]=2)=[N:6][CH:7]=1.[CH3:27][N:28](C(ON1N=NC2C=CC=NC1=2)=[N+](C)C)[CH3:29].F[P-](F)(F)(F)(F)F.CCN(C(C)C)C(C)C.CNC.CCO. Product: [F:1][C:2]1[C:3]([C:18]2[N:22]([CH:23]([CH3:25])[CH3:24])[C:21]([CH3:26])=[N:20][CH:19]=2)=[N:4][C:5]([NH:8][C:9]2[CH:17]=[CH:16][C:12]([C:13]([N:28]([CH3:29])[CH3:27])=[O:15])=[CH:11][N:10]=2)=[N:6][CH:7]=1. The catalyst class is: 121. (2) Reactant: [C:1]([O:5][C:6]([NH:8][C:9]1[CH:10]=[C:11]([C:14]([O:16][CH2:17][CH3:18])=[O:15])[S:12][CH:13]=1)=[O:7])([CH3:4])([CH3:3])[CH3:2].C1C(=O)N([Br:26])C(=O)C1. Product: [Br:26][C:13]1[S:12][C:11]([C:14]([O:16][CH2:17][CH3:18])=[O:15])=[CH:10][C:9]=1[NH:8][C:6]([O:5][C:1]([CH3:4])([CH3:3])[CH3:2])=[O:7]. The catalyst class is: 2. (3) Reactant: FC(F)(F)C(O)=O.[NH2:8][C:9]1[CH:33]=[CH:32][C:12]([O:13][C:14]2[CH:19]=[CH:18][N:17]=[C:16]([N:20](CC)[CH2:21][C:22]3C=CC(OC)=CC=3)[CH:15]=2)=[CH:11][C:10]=1[F:34].Cl.O. Product: [NH2:8][C:9]1[CH:33]=[CH:32][C:12]([O:13][C:14]2[CH:19]=[CH:18][N:17]=[C:16]([NH:20][CH2:21][CH3:22])[CH:15]=2)=[CH:11][C:10]=1[F:34]. The catalyst class is: 2. (4) Reactant: [CH2:1]([NH:8][C:9](=O)[CH2:10][C:11]1[N:12]([C@@H:17]2[CH2:26][C:25]3[C:20](=[C:21]([F:28])[CH:22]=[C:23]([F:27])[CH:24]=3)[O:19][CH2:18]2)[C:13](=[S:16])[NH:14][CH:15]=1)[C:2]1[CH:7]=[CH:6][CH:5]=[CH:4][CH:3]=1.[BH4-].[Na+].O1CCCC1.B(F)(F)F.Cl.[OH-].[Na+]. Product: [CH2:1]([NH:8][CH2:9][CH2:10][C:11]1[N:12]([C@@H:17]2[CH2:26][C:25]3[C:20](=[C:21]([F:28])[CH:22]=[C:23]([F:27])[CH:24]=3)[O:19][CH2:18]2)[C:13](=[S:16])[NH:14][CH:15]=1)[C:2]1[CH:7]=[CH:6][CH:5]=[CH:4][CH:3]=1. The catalyst class is: 7. (5) Reactant: [CH3:1][O:2][C:3]1[CH:8]=[CH:7][CH:6]=[C:5]([CH:9]=[CH:10][CH2:11][CH2:12][CH2:13][CH2:14][CH2:15][CH2:16][CH3:17])[CH:4]=1.Cl. Product: [CH3:1][O:2][C:3]1[CH:8]=[CH:7][CH:6]=[C:5]([CH2:9][CH2:10][CH2:11][CH2:12][CH2:13][CH2:14][CH2:15][CH2:16][CH3:17])[CH:4]=1. The catalyst class is: 50. (6) Reactant: C(OC(=O)[NH:7][C:8]1[C:17]2[C:12](=[CH:13][CH:14]=[CH:15][CH:16]=2)[C:11]([O:18][C:19]2[CH:24]=[CH:23][N:22]=[C:21]([NH:25][C:26]3[CH:31]=[C:30]([C:32](=[O:43])[NH:33][CH:34]([CH3:42])[CH2:35][N:36]4[CH2:41][CH2:40][O:39][CH2:38][CH2:37]4)[CH:29]=[C:28]([C:44]#[CH:45])[CH:27]=3)[N:20]=2)=[CH:10][CH:9]=1)(C)(C)C.C(O)(C(F)(F)F)=O. Product: [NH2:7][C:8]1[C:17]2[C:12](=[CH:13][CH:14]=[CH:15][CH:16]=2)[C:11]([O:18][C:19]2[CH:24]=[CH:23][N:22]=[C:21]([NH:25][C:26]3[CH:31]=[C:30]([CH:29]=[C:28]([C:44]#[CH:45])[CH:27]=3)[C:32]([NH:33][C@H:34]([CH3:42])[CH2:35][N:36]3[CH2:37][CH2:38][O:39][CH2:40][CH2:41]3)=[O:43])[N:20]=2)=[CH:10][CH:9]=1. The catalyst class is: 2. (7) Reactant: [C:1]([O:7][CH2:8][N:9]1[C:13]2[N:14]=[N:15][CH:16]=[C:17]([C:18]3[CH:19]=[N:20][NH:21][CH:22]=3)[C:12]=2[CH:11]=[CH:10]1)(=[O:6])[C:2]([CH3:5])([CH3:4])[CH3:3].[CH2:23]1[CH2:33][CH2:32][N:31]2[C:26](=NCCC2)[CH2:25][CH2:24]1. Product: [C:1]([O:7][CH2:8][N:9]1[C:13]2[N:14]=[N:15][CH:16]=[C:17]([C:18]3[CH:19]=[N:20][N:21]([CH:23]([CH2:24][CH:25]4[CH2:26][CH2:13][CH2:12][CH2:11][CH2:10]4)[CH2:33][C:32]#[N:31])[CH:22]=3)[C:12]=2[CH:11]=[CH:10]1)(=[O:6])[C:2]([CH3:5])([CH3:4])[CH3:3]. The catalyst class is: 10. (8) Reactant: [NH2:1][C@@H:2]([CH3:38])[C:3]([NH:5][C:6]1[CH:7]=[C:8]2[C:13](=[CH:14][C:15]=1[O:16][CH2:17][CH2:18][CH2:19][O:20][CH3:21])[N:12]=[CH:11][N:10]=[C:9]2[NH:22][C:23]1[CH:28]=[CH:27][C:26]([O:29][CH2:30][C:31]2[CH:36]=[CH:35][CH:34]=[CH:33][N:32]=2)=[C:25]([Cl:37])[CH:24]=1)=[O:4].[C:39](Cl)(=[O:42])[CH:40]=[CH2:41].C(=O)(O)[O-].[Na+]. Product: [Cl:37][C:25]1[CH:24]=[C:23]([NH:22][C:9]2[C:8]3[C:13](=[CH:14][C:15]([O:16][CH2:17][CH2:18][CH2:19][O:20][CH3:21])=[C:6]([NH:5][C:3]([C@@H:2]([NH:1][C:39](=[O:42])[CH:40]=[CH2:41])[CH3:38])=[O:4])[CH:7]=3)[N:12]=[CH:11][N:10]=2)[CH:28]=[CH:27][C:26]=1[O:29][CH2:30][C:31]1[CH:36]=[CH:35][CH:34]=[CH:33][N:32]=1. The catalyst class is: 20. (9) Reactant: [CH2:1]([S:5][C:6]1[N:14]=[C:13]2[C:9]([N:10]=[CH:11][NH:12]2)=[C:8]([NH2:15])[N:7]=1)[CH2:2][CH2:3][CH3:4].[H-].[Na+].[CH:18]1(Cl)[CH2:22][CH2:21][CH2:20][CH2:19]1. Product: [CH2:1]([S:5][C:6]1[N:14]=[C:13]2[C:9]([N:10]=[CH:11][N:12]2[CH:18]2[CH2:22][CH2:21][CH2:20][CH2:19]2)=[C:8]([NH2:15])[N:7]=1)[CH2:2][CH2:3][CH3:4]. The catalyst class is: 18. (10) Reactant: [OH:1][S:2]([OH:5])(=O)=[O:3].[C:6]1([N:12]2[CH2:16][CH2:15][CH2:14][CH2:13]2)[CH:11]=[CH:10][CH:9]=[CH:8][CH:7]=1. Product: [N:12]1([C:6]2[CH:11]=[CH:10][C:9]([S:2]([OH:5])(=[O:3])=[O:1])=[CH:8][CH:7]=2)[CH2:16][CH2:15][CH2:14][CH2:13]1. The catalyst class is: 27.